This data is from Catalyst prediction with 721,799 reactions and 888 catalyst types from USPTO. The task is: Predict which catalyst facilitates the given reaction. (1) Reactant: [CH3:1][O:2][C:3](=[O:29])[N:4]([C:14]1[CH:19]=[C:18]([N:20]2[CH2:25][CH2:24][N:23]([CH3:26])[CH2:22][CH2:21]2)[C:17]([F:27])=[C:16]([NH2:28])[CH:15]=1)[CH2:5][C:6]1[CH:11]=[CH:10][C:9]([O:12][CH3:13])=[CH:8][CH:7]=1.[CH:30]1([N:33]([CH2:49][C:50]2[CH:55]=[CH:54][C:53]([O:56][CH3:57])=[CH:52][CH:51]=2)[C:34]2[C:39]3=[N:40][CH:41]=[C:42]([C:43]#[N:44])[N:38]3[N:37]=[C:36](S(C)(=O)=O)[N:35]=2)[CH2:32][CH2:31]1.C([O-])([O-])=O.[Cs+].[Cs+]. Product: [CH3:1][O:2][C:3](=[O:29])[N:4]([C:14]1[CH:19]=[C:18]([N:20]2[CH2:25][CH2:24][N:23]([CH3:26])[CH2:22][CH2:21]2)[C:17]([F:27])=[C:16]([NH:28][C:36]2[N:35]=[C:34]([N:33]([CH:30]3[CH2:32][CH2:31]3)[CH2:49][C:50]3[CH:55]=[CH:54][C:53]([O:56][CH3:57])=[CH:52][CH:51]=3)[C:39]3=[N:40][CH:41]=[C:42]([C:43]#[N:44])[N:38]3[N:37]=2)[CH:15]=1)[CH2:5][C:6]1[CH:11]=[CH:10][C:9]([O:12][CH3:13])=[CH:8][CH:7]=1. The catalyst class is: 3. (2) Reactant: [C:1]([O:6][CH2:7][CH2:8][N:9]([CH3:11])[CH3:10])(=[O:5])[C:2]([CH3:4])=[CH2:3].[CH2:12]([C:15](=[CH2:19])[C:16]([OH:18])=[O:17])[CH2:13][CH3:14].[CH2:20]([O:24][C:25](=[O:29])[C:26]([CH3:28])=[CH2:27])[CH2:21][CH2:22][CH3:23]. Product: [C:1]([O:6][CH2:7][CH2:8][N:9]([CH3:11])[CH3:10])(=[O:5])[C:2]([CH3:4])=[CH2:3].[CH2:12]([C:15](=[CH2:19])[C:16]([OH:18])=[O:17])[CH2:13][CH3:14].[CH2:20]([O:24][C:25](=[O:29])[C:26]([CH3:28])=[CH2:27])[CH2:21][CH2:22][CH3:23]. The catalyst class is: 9.